Dataset: NCI-60 drug combinations with 297,098 pairs across 59 cell lines. Task: Regression. Given two drug SMILES strings and cell line genomic features, predict the synergy score measuring deviation from expected non-interaction effect. (1) Drug 1: C1CCC(C1)C(CC#N)N2C=C(C=N2)C3=C4C=CNC4=NC=N3. Drug 2: CCC1(CC2CC(C3=C(CCN(C2)C1)C4=CC=CC=C4N3)(C5=C(C=C6C(=C5)C78CCN9C7C(C=CC9)(C(C(C8N6C)(C(=O)OC)O)OC(=O)C)CC)OC)C(=O)OC)O.OS(=O)(=O)O. Cell line: OVCAR3. Synergy scores: CSS=57.9, Synergy_ZIP=-1.15, Synergy_Bliss=-0.702, Synergy_Loewe=-69.1, Synergy_HSA=-3.36. (2) Drug 1: CCN(CC)CCCC(C)NC1=C2C=C(C=CC2=NC3=C1C=CC(=C3)Cl)OC. Drug 2: C1CCC(C(C1)N)N.C(=O)(C(=O)[O-])[O-].[Pt+4]. Cell line: 786-0. Synergy scores: CSS=41.1, Synergy_ZIP=-9.22, Synergy_Bliss=-1.28, Synergy_Loewe=-16.2, Synergy_HSA=0.921. (3) Drug 1: C1=NC2=C(N=C(N=C2N1C3C(C(C(O3)CO)O)O)F)N. Drug 2: CCCCCOC(=O)NC1=NC(=O)N(C=C1F)C2C(C(C(O2)C)O)O. Cell line: UO-31. Synergy scores: CSS=7.43, Synergy_ZIP=-2.54, Synergy_Bliss=0.0305, Synergy_Loewe=-4.18, Synergy_HSA=-1.62. (4) Drug 1: C1=NC2=C(N=C(N=C2N1C3C(C(C(O3)CO)O)O)F)N. Drug 2: CC=C1C(=O)NC(C(=O)OC2CC(=O)NC(C(=O)NC(CSSCCC=C2)C(=O)N1)C(C)C)C(C)C. Cell line: SW-620. Synergy scores: CSS=19.1, Synergy_ZIP=1.08, Synergy_Bliss=1.02, Synergy_Loewe=-31.5, Synergy_HSA=-0.772.